Dataset: Full USPTO retrosynthesis dataset with 1.9M reactions from patents (1976-2016). Task: Predict the reactants needed to synthesize the given product. Given the product [Br:1][C:2]1[CH:3]=[C:4]2[C:8](=[CH:9][CH:10]=1)[NH:7][CH:6]=[C:5]2[CH2:11][CH2:12][C:13]([N:18]([CH3:19])[CH3:17])=[O:15], predict the reactants needed to synthesize it. The reactants are: [Br:1][C:2]1[CH:3]=[C:4]2[C:8](=[CH:9][CH:10]=1)[NH:7][CH:6]=[C:5]2[CH2:11][CH2:12][C:13]([OH:15])=O.Cl.[CH3:17][N:18](C)[CH2:19]CCN=C=NCC.ON1C2C=CC=CC=2N=N1.Cl.CNC.C(N(CC)CC)C.